Predict the reaction yield, written as a fraction of the theoretical maximum amount of product (1.0 means a 100% yield; for example, 0.34 means a 34% yield). From a dataset of Reaction yield outcomes from USPTO patents with 853,638 reactions. (1) The reactants are Cl[C:2]1[O:3][C:4]([N:9]2[CH2:14][CH2:13][O:12][CH2:11][CH2:10]2)=[CH:5][C:6](=[O:8])[CH:7]=1.[CH3:15][O:16][C:17]([C:19]1[CH:20]=[C:21](B(O)O)[CH:22]=[CH:23][CH:24]=1)=[O:18].C(=O)([O-])[O-].[K+].[K+].N#N. The catalyst is O1CCOCC1.C1C=CC([P]([Pd]([P](C2C=CC=CC=2)(C2C=CC=CC=2)C2C=CC=CC=2)([P](C2C=CC=CC=2)(C2C=CC=CC=2)C2C=CC=CC=2)[P](C2C=CC=CC=2)(C2C=CC=CC=2)C2C=CC=CC=2)(C2C=CC=CC=2)C2C=CC=CC=2)=CC=1. The product is [CH3:15][O:16][C:17](=[O:18])[C:19]1[CH:20]=[CH:21][CH:22]=[C:23]([C:2]2[O:3][C:4]([N:9]3[CH2:14][CH2:13][O:12][CH2:11][CH2:10]3)=[CH:5][C:6](=[O:8])[CH:7]=2)[CH:24]=1. The yield is 0.460. (2) The reactants are [CH3:1][S:2]([NH2:5])(=[O:4])=[O:3].[H-].[Na+].[F:8][C:9]1[CH:10]=[C:11]([CH:24]2[C:33]([CH3:35])([CH3:34])[CH2:32][C:31]3[C:26](=[CH:27][CH:28]=[C:29]([C:36](O)=[O:37])[CH:30]=3)[NH:25]2)[CH:12]=[C:13]([N:15]2[CH2:20][CH2:19][N:18]([CH:21]([CH3:23])[CH3:22])[CH2:17][CH2:16]2)[CH:14]=1.C(N1C=CN=C1)(N1C=CN=C1)=O. The catalyst is CN(C)C=O. The product is [F:8][C:9]1[CH:10]=[C:11]([CH:24]2[C:33]([CH3:35])([CH3:34])[CH2:32][C:31]3[C:26](=[CH:27][CH:28]=[C:29]([C:36]([NH:5][S:2]([CH3:1])(=[O:4])=[O:3])=[O:37])[CH:30]=3)[NH:25]2)[CH:12]=[C:13]([N:15]2[CH2:16][CH2:17][N:18]([CH:21]([CH3:22])[CH3:23])[CH2:19][CH2:20]2)[CH:14]=1. The yield is 0.140.